Dataset: Full USPTO retrosynthesis dataset with 1.9M reactions from patents (1976-2016). Task: Predict the reactants needed to synthesize the given product. (1) Given the product [Na+:27].[O:18]([C:15]1[CH:14]=[CH:13][C:12]([N:9]2[CH2:8][CH2:7][CH:6]([NH:5][CH2:4][C:3]([O-:25])=[O:2])[CH2:11][CH2:10]2)=[CH:17][CH:16]=1)[C:19]1[CH:20]=[CH:21][CH:22]=[CH:23][CH:24]=1, predict the reactants needed to synthesize it. The reactants are: C[O:2][C:3](=[O:25])[CH2:4][NH:5][CH:6]1[CH2:11][CH2:10][N:9]([C:12]2[CH:17]=[CH:16][C:15]([O:18][C:19]3[CH:24]=[CH:23][CH:22]=[CH:21][CH:20]=3)=[CH:14][CH:13]=2)[CH2:8][CH2:7]1.[OH-].[Na+:27]. (2) Given the product [NH2:17][C:16]1[C:20]([OH:19])=[C:12]([S:9]([N:8]([CH3:7])[CH3:26])(=[O:10])=[O:11])[C:13]([Cl:25])=[CH:14][CH:15]=1, predict the reactants needed to synthesize it. The reactants are: S(=O)(=O)(O)O.O.[CH3:7][N:8]([CH3:26])[S:9]([C:12]1[C:20]2[O:19]C(C(C)(C)C)=[N:17][C:16]=2[CH:15]=[CH:14][C:13]=1[Cl:25])(=[O:11])=[O:10]. (3) Given the product [Cl:18][C:11]1[C:12]([N:14]([CH2:16][CH3:17])[CH3:15])=[CH:13][C:8]2[N:7]=[C:28]([C:29]3[CH:34]=[CH:33][CH:32]=[C:31]([C:35]4[O:36][CH:37]=[C:38]([CH2:40][OH:41])[N:39]=4)[CH:30]=3)[CH2:27][C:26](=[O:49])[NH:19][C:9]=2[CH:10]=1, predict the reactants needed to synthesize it. The reactants are: C(OC(=O)[NH:7][C:8]1[CH:13]=[C:12]([N:14]([CH2:16][CH3:17])[CH3:15])[C:11]([Cl:18])=[CH:10][C:9]=1[NH2:19])(C)(C)C.C(O[C:26](=[O:49])[CH2:27][C:28](=O)[C:29]1[CH:34]=[CH:33][CH:32]=[C:31]([C:35]2[O:36][CH:37]=[C:38]([CH2:40][O:41]C3CCCCO3)[N:39]=2)[CH:30]=1)(C)(C)C.C(O)(C(F)(F)F)=O. (4) Given the product [C:4]([O:8][C:9]([NH:11][C:12]1[S:16][C:15]([C:17]2[C:18]([F:24])=[CH:19][CH:20]=[CH:21][C:22]=2[F:23])=[N:14][C:13]=1[C:25]([NH:27][C:28]1[C:29]([N:38]2[CH2:43][CH2:42][CH2:41][C@H:40]([NH:44][C:45](=[O:51])[O:46][C:47]([CH3:50])([CH3:49])[CH3:48])[CH2:39]2)=[C:30]2[CH2:36][CH2:35][C:34]([OH:37])([CH3:52])[C:31]2=[N:32][CH:33]=1)=[O:26])=[O:10])([CH3:7])([CH3:6])[CH3:5], predict the reactants needed to synthesize it. The reactants are: C[Mg]Br.[C:4]([O:8][C:9]([NH:11][C:12]1[S:16][C:15]([C:17]2[C:22]([F:23])=[CH:21][CH:20]=[CH:19][C:18]=2[F:24])=[N:14][C:13]=1[C:25]([NH:27][C:28]1[C:29]([N:38]2[CH2:43][CH2:42][CH2:41][C@H:40]([NH:44][C:45](=[O:51])[O:46][C:47]([CH3:50])([CH3:49])[CH3:48])[CH2:39]2)=[C:30]2[CH2:36][CH2:35][C:34](=[O:37])[C:31]2=[N:32][CH:33]=1)=[O:26])=[O:10])([CH3:7])([CH3:6])[CH3:5].[CH3:52]COC(C)=O.Cl. (5) Given the product [Br:12][C:13]1[CH:18]=[CH:17][C:16]([C:19]([N:22]2[CH2:27][CH2:26][C:25]([CH2:34][C:35]3([CH3:37])[CH2:36][O:9]3)([C:28]3[CH:29]=[CH:30][CH:31]=[CH:32][CH:33]=3)[O:24][C:23]2=[O:38])([CH3:21])[CH3:20])=[CH:15][CH:14]=1, predict the reactants needed to synthesize it. The reactants are: C1C=C(Cl)C=C(C(OO)=[O:9])C=1.[Br:12][C:13]1[CH:18]=[CH:17][C:16]([C:19]([N:22]2[CH2:27][CH2:26][C:25]([CH2:34][C:35]([CH3:37])=[CH2:36])([C:28]3[CH:33]=[CH:32][CH:31]=[CH:30][CH:29]=3)[O:24][C:23]2=[O:38])([CH3:21])[CH3:20])=[CH:15][CH:14]=1. (6) Given the product [NH2:13]/[C:12](/[C@@H:8]([NH:7][C:6](=[O:14])[O:5][C:1]([CH3:4])([CH3:2])[CH3:3])[CH2:9][C:10]#[CH:11])=[CH:17]\[OH:19], predict the reactants needed to synthesize it. The reactants are: [C:1]([O:5][C:6](=[O:14])[NH:7][C@H:8]([C:12]#[N:13])[CH2:9][C:10]#[CH:11])([CH3:4])([CH3:3])[CH3:2].NO.[CH2:17]([OH:19])C. (7) Given the product [CH3:22][O:21][N:20]([CH3:19])[C:15]([C:12]1([NH:11][C:9](=[O:10])[O:8][CH2:1][C:2]2[CH:3]=[CH:4][CH:5]=[CH:6][CH:7]=2)[CH2:13][CH2:14]1)=[O:17], predict the reactants needed to synthesize it. The reactants are: [CH2:1]([O:8][C:9]([NH:11][C:12]1([C:15]([OH:17])=O)[CH2:14][CH2:13]1)=[O:10])[C:2]1[CH:7]=[CH:6][CH:5]=[CH:4][CH:3]=1.Cl.[CH3:19][NH:20][O:21][CH3:22].CN(C(ON1N=NC2C=CC=NC1=2)=[N+](C)C)C.F[P-](F)(F)(F)(F)F.CCN(C(C)C)C(C)C.